Dataset: Catalyst prediction with 721,799 reactions and 888 catalyst types from USPTO. Task: Predict which catalyst facilitates the given reaction. (1) Reactant: Cl.[NH2:2][C@@H:3]([CH:12]([CH3:15])[CH2:13][CH3:14])[C:4]([C:6]1[CH:11]=[CH:10][CH:9]=[CH:8][CH:7]=1)=[O:5].[BH4-].[Na+]. Product: [NH2:2][C@@H:3]([CH:12]([CH3:15])[CH2:13][CH3:14])[C@@H:4]([C:6]1[CH:11]=[CH:10][CH:9]=[CH:8][CH:7]=1)[OH:5]. The catalyst class is: 5. (2) Reactant: [CH:1]1([CH2:7][CH:8]([O:19][C:20]([O:22]C2C=CC([N+]([O-])=O)=CC=2)=O)[CH2:9][N:10]([CH3:18])[C:11](=[O:17])[O:12][C:13]([CH3:16])([CH3:15])[CH3:14])[CH2:6][CH2:5][CH2:4][CH2:3][CH2:2]1.Cl.[Cl:33][C:34]1[C:35]([F:54])=[C:36]([C@:40]([C@@H:48]2[CH2:53][CH2:52][CH2:51][NH:50][CH2:49]2)([OH:47])[CH2:41][CH2:42][CH2:43][CH2:44][O:45][CH3:46])[CH:37]=[CH:38][CH:39]=1.CCN(C(C)C)C(C)C. Product: [Cl:33][C:34]1[C:35]([F:54])=[C:36]([C@:40]([C@@H:48]2[CH2:53][CH2:52][CH2:51][N:50]([C:20]([O:19][CH:8]([CH2:7][CH:1]3[CH2:2][CH2:3][CH2:4][CH2:5][CH2:6]3)[CH2:9][N:10]([C:11]([O:12][C:13]([CH3:14])([CH3:15])[CH3:16])=[O:17])[CH3:18])=[O:22])[CH2:49]2)([OH:47])[CH2:41][CH2:42][CH2:43][CH2:44][O:45][CH3:46])[CH:37]=[CH:38][CH:39]=1. The catalyst class is: 2.